Task: Predict the product of the given reaction.. Dataset: Forward reaction prediction with 1.9M reactions from USPTO patents (1976-2016) Given the reactants [CH3:1][C:2]([CH2:14][CH2:15][CH2:16][CH:17]([CH3:24])[CH2:18][CH2:19][CH2:20][CH:21]([CH3:23])[CH3:22])=[CH:3][CH2:4][CH2:5][C:6]([O:8][CH2:9][CH:10]([CH2:12][OH:13])[OH:11])=[O:7], predict the reaction product. The product is: [CH3:1][C:2]([CH2:14][CH2:15][CH2:16][CH:17]([CH3:24])[CH2:18][CH2:19][CH2:20][CH:21]([CH3:23])[CH3:22])=[CH:3][CH2:4][CH2:5][C:6]([O:8][CH2:9][CH:10]([CH2:12][OH:13])[OH:11])=[O:7].[OH2:7].